From a dataset of Forward reaction prediction with 1.9M reactions from USPTO patents (1976-2016). Predict the product of the given reaction. (1) Given the reactants [NH:1]1[C:9]2[C:4](=[CH:5][CH:6]=[CH:7][CH:8]=2)[C:3](=[O:10])[C:2]1=[O:11].[H-].[Na+].[CH2:14](Cl)[C:15]1[CH:20]=[CH:19][CH:18]=[CH:17][CH:16]=1, predict the reaction product. The product is: [CH2:14]([N:1]1[C:9]2[C:4](=[CH:5][CH:6]=[CH:7][CH:8]=2)[C:3](=[O:10])[C:2]1=[O:11])[C:15]1[CH:20]=[CH:19][CH:18]=[CH:17][CH:16]=1. (2) Given the reactants [NH2:1][C:2]1[CH:3]=[C:4]([C:8]2[C:17]3[C:12](=[C:13]([C:18]4[CH:23]=[CH:22][CH:21]=[CH:20][CH:19]=4)[CH:14]=[CH:15][CH:16]=3)[C:11]([NH:24][CH2:25][C:26]3[CH:31]=[CH:30][CH:29]=[CH:28][N:27]=3)=[N:10][N:9]=2)[CH:5]=[N:6][CH:7]=1.N1C=CC=CC=1.[C:38](Cl)(=[O:40])[CH3:39], predict the reaction product. The product is: [C:18]1([C:13]2[CH:14]=[CH:15][CH:16]=[C:17]3[C:12]=2[C:11]([NH:24][CH2:25][C:26]2[CH:31]=[CH:30][CH:29]=[CH:28][N:27]=2)=[N:10][N:9]=[C:8]3[C:4]2[CH:3]=[C:2]([NH:1][C:38](=[O:40])[CH3:39])[CH:7]=[N:6][CH:5]=2)[CH:23]=[CH:22][CH:21]=[CH:20][CH:19]=1.